Dataset: Full USPTO retrosynthesis dataset with 1.9M reactions from patents (1976-2016). Task: Predict the reactants needed to synthesize the given product. (1) Given the product [Cl:1][C:2]1[C:3]([CH3:23])=[C:4]([N:10]2[CH2:19][C@@H:14]3[CH2:15][C@@H:16]([OH:18])[CH2:17][N:13]3[C:11]2=[O:12])[CH:5]=[CH:6][C:7]=1[C:8]#[N:9], predict the reactants needed to synthesize it. The reactants are: [Cl:1][C:2]1[C:3]([CH3:23])=[C:4]([NH:10][C:11]([N:13]2[CH2:17][C@H:16]([OH:18])[CH2:15][C@H:14]2[C:19](OC)=O)=[O:12])[CH:5]=[CH:6][C:7]=1[C:8]#[N:9].COC([C@@H]1[C@@H](O[Si](C(C)(C)C)(C)C)CCN1C(NC1C=CC(C#N)=C(Cl)C=1C)=O)=O. (2) Given the product [CH2:19]([O:10][C:9]([C:3]1[C:2]([Br:1])=[CH:6][S:5][C:4]=1[CH:7]=[O:8])=[O:11])[CH3:20], predict the reactants needed to synthesize it. The reactants are: [Br:1][C:2]1[C:3]([C:9]([OH:11])=[O:10])=[C:4]([CH:7]=[O:8])[S:5][CH:6]=1.C([O-])([O-])=O.[K+].[K+].I[CH2:19][CH3:20]. (3) Given the product [C:1]([O:5][C:6](=[O:17])[NH:7][C:8]1[CH:13]=[CH:12][C:11]([CH2:14][NH:15][C:21](=[O:22])[CH2:20][C:18]#[N:19])=[C:10]([CH3:16])[N:9]=1)([CH3:4])([CH3:3])[CH3:2], predict the reactants needed to synthesize it. The reactants are: [C:1]([O:5][C:6](=[O:17])[NH:7][C:8]1[CH:13]=[CH:12][C:11]([CH2:14][NH2:15])=[C:10]([CH3:16])[N:9]=1)([CH3:4])([CH3:3])[CH3:2].[C:18]([CH2:20][C:21](O)=[O:22])#[N:19].CCN=C=NCCCN(C)C.Cl. (4) Given the product [CH:27]1([NH:26][C:22]2[CH:21]=[C:20]([C:10]3[CH:9]=[C:8]([C:6]([NH2:5])=[O:7])[CH:13]=[C:12]([C:14]4[CH:15]=[CH:16][N:17]=[CH:18][CH:19]=4)[N:11]=3)[CH:25]=[CH:24][N:23]=2)[CH2:28][CH2:29][CH2:30][CH2:31][CH2:32]1, predict the reactants needed to synthesize it. The reactants are: C([NH:5][C:6]([C:8]1[CH:13]=[C:12]([C:14]2[CH:19]=[CH:18][N:17]=[CH:16][CH:15]=2)[N:11]=[C:10]([C:20]2[CH:25]=[CH:24][N:23]=[C:22]([NH:26][CH:27]3[CH2:32][CH2:31][CH2:30][CH2:29][CH2:28]3)[CH:21]=2)[CH:9]=1)=[O:7])(C)(C)C.C(O)(C(F)(F)F)=O. (5) Given the product [Cl:1][C:2]1[C:7]([C:8]([F:9])([F:11])[F:10])=[CH:6][CH:5]=[CH:4][C:3]=1[C:12]([N:14]1[CH2:19][CH2:18][C:17]2[C:20]([I:23])=[N:21][NH:22][C:16]=2[CH2:15]1)=[O:13], predict the reactants needed to synthesize it. The reactants are: [Cl:1][C:2]1[C:7]([C:8]([F:11])([F:10])[F:9])=[CH:6][CH:5]=[CH:4][C:3]=1[C:12]([N:14]1[CH2:19][CH2:18][C:17]2[CH:20]=[N:21][NH:22][C:16]=2[CH2:15]1)=[O:13].[I:23]N1C(=O)CCC1=O. (6) The reactants are: [F:1][CH:2]([F:21])[CH2:3][O:4][C:5]1[CH:15]=[C:14]([NH:16][CH3:17])[C:13]([N+:18]([O-])=O)=[CH:12][C:6]=1[C:7]([O:9][CH2:10][CH3:11])=[O:8].[O-]S([O-])(=O)=O.[Na+].[Na+]. Given the product [NH2:18][C:13]1[C:14]([NH:16][CH3:17])=[CH:15][C:5]([O:4][CH2:3][CH:2]([F:21])[F:1])=[C:6]([CH:12]=1)[C:7]([O:9][CH2:10][CH3:11])=[O:8], predict the reactants needed to synthesize it.